This data is from Catalyst prediction with 721,799 reactions and 888 catalyst types from USPTO. The task is: Predict which catalyst facilitates the given reaction. (1) Product: [C:4]([C:6]1([CH3:12])[N+:10]([O-:11])=[CH:9][CH2:8][CH2:7]1)(=[O:3])[NH2:28]. The catalyst class is: 125. Reactant: C([O:3][C:4]([C:6]1([CH3:12])[N+:10]([O-:11])=[CH:9][CH2:8][CH2:7]1)=O)C.[OH-].[NH4+].COC1C=C(C=CC=1OC)C(O)=O.[NH2:28]C(N)=O. (2) The catalyst class is: 4. Reactant: [F:1][C:2]1[C:7]([O:8]C)=[C:6]([F:10])[CH:5]=[CH:4][C:3]=1[CH:11]([NH:26][C:27]1[CH:36]=[CH:35][CH:34]=[C:33]2[C:28]=1[CH:29]=[CH:30][C:31]([CH3:37])=[N:32]2)[C:12]([CH2:18][S:19][C:20]1[N:25]=[CH:24][CH:23]=[CH:22][N:21]=1)([C:14]([F:17])([F:16])[F:15])[OH:13].B(Br)(Br)Br. Product: [F:1][C:2]1[C:7]([OH:8])=[C:6]([F:10])[CH:5]=[CH:4][C:3]=1[CH:11]([NH:26][C:27]1[CH:36]=[CH:35][CH:34]=[C:33]2[C:28]=1[CH:29]=[CH:30][C:31]([CH3:37])=[N:32]2)[C:12]([CH2:18][S:19][C:20]1[N:21]=[CH:22][CH:23]=[CH:24][N:25]=1)([C:14]([F:17])([F:16])[F:15])[OH:13]. (3) Reactant: [NH2:1][CH2:2][C@@H:3]([C:5]1[CH:6]=[CH:7][C:8]([OH:16])=[C:9]([NH:11][S:12]([CH3:15])(=[O:14])=[O:13])[CH:10]=1)[OH:4].[F:17][C:18]1[CH:48]=[CH:47][CH:46]=[C:45]([F:49])[C:19]=1[CH2:20][N:21]([CH:42]([CH3:44])[CH3:43])[C:22]([NH:24][C:25]1[CH:30]=[CH:29][C:28]([S:31]([N:34]2[CH2:39][CH2:38][CH:37]([CH:40]=O)[CH2:36][CH2:35]2)(=[O:33])=[O:32])=[CH:27][CH:26]=1)=[O:23].C(O)(=O)C.C([BH3-])#N.[Na+]. Product: [F:49][C:45]1[CH:46]=[CH:47][CH:48]=[C:18]([F:17])[C:19]=1[CH2:20][N:21]([CH:42]([CH3:44])[CH3:43])[C:22](=[O:23])[NH:24][C:25]1[CH:26]=[CH:27][C:28]([S:31]([N:34]2[CH2:35][CH2:36][CH:37]([CH2:40][NH:1][CH2:2][C@@H:3]([C:5]3[CH:6]=[CH:7][C:8]([OH:16])=[C:9]([NH:11][S:12]([CH3:15])(=[O:14])=[O:13])[CH:10]=3)[OH:4])[CH2:38][CH2:39]2)(=[O:33])=[O:32])=[CH:29][CH:30]=1. The catalyst class is: 5. (4) Reactant: C[C:2]1([OH:19])[CH:14]=[CH:13][C:12]2[NH:11][C:10]3[C:9]4[CH:15]=[CH:16][CH:17]=[CH:18][C:8]=4[S:7][CH2:6][C:5]=3[C:4]=2[CH2:3]1.[CH3:20][S:21](Cl)(=[O:23])=[O:22].N1C=CC=C[CH:26]=1. Product: [CH3:26][N:11]1[C:10]2[C:9]3[CH:15]=[CH:16][CH:17]=[CH:18][C:8]=3[S:7][CH2:6][C:5]=2[C:4]2[C:12]1=[CH:13][CH:14]=[C:2]([O:19][S:21]([CH3:20])(=[O:23])=[O:22])[CH:3]=2. The catalyst class is: 2. (5) Reactant: [NH2:1][C:2]1[CH:3]=[C:4]2[C:8](=[CH:9][C:10]=1[N+:11]([O-])=O)[N:7]([CH2:14][CH3:15])[C:6](=[O:16])[C:5]2([CH3:18])[CH3:17]. Product: [NH2:1][C:2]1[CH:3]=[C:4]2[C:8](=[CH:9][C:10]=1[NH2:11])[N:7]([CH2:14][CH3:15])[C:6](=[O:16])[C:5]2([CH3:17])[CH3:18]. The catalyst class is: 19. (6) Reactant: [Br:1][C:2]1[CH:9]=[CH:8][C:5]([CH:6]=[O:7])=[CH:4][C:3]=1[C:10]([F:13])([F:12])[F:11].[Si]([C:18]([F:21])([F:20])[F:19])(C)(C)C.[F-].[Cs+].Cl. Product: [Br:1][C:2]1[CH:9]=[CH:8][C:5]([CH:6]([OH:7])[C:18]([F:21])([F:20])[F:19])=[CH:4][C:3]=1[C:10]([F:11])([F:12])[F:13]. The catalyst class is: 20. (7) Reactant: [F:1][C:2]1[CH:3]=[CH:4][C:5]([O:32]C)=[C:6]([C:8]([CH3:31])([CH3:30])[CH2:9][C:10]([C:26]([F:29])([F:28])[F:27])([OH:25])[CH2:11][NH:12][C:13]2[CH:22]=[CH:21][C:20]([F:23])=[C:19]3[C:14]=2[CH:15]=[N:16][C:17]([CH3:24])=[N:18]3)[CH:7]=1.B(Br)(Br)Br.C(Cl)Cl.CCCCCC.CC([OH:50])C. Product: [F:1][C:2]1[CH:3]=[CH:4][C:5]([O:32][OH:50])=[C:6]([C:8]([CH3:31])([CH3:30])[CH2:9][C:10]([C:26]([F:29])([F:28])[F:27])([OH:25])[CH2:11][NH:12][C:13]2[CH:22]=[CH:21][C:20]([F:23])=[C:19]3[C:14]=2[CH:15]=[N:16][C:17]([CH3:24])=[N:18]3)[CH:7]=1. The catalyst class is: 2. (8) Reactant: [C:1]([OH:25])(=[O:24])[CH2:2][CH2:3][CH2:4][CH2:5][CH2:6][CH2:7][CH2:8][CH2:9][C:10]#[C:11][C:12]#[C:13][CH2:14][CH2:15][CH2:16][CH2:17][CH2:18][CH2:19][CH2:20][CH2:21][CH2:22][CH3:23].[C:26](O)(=O)CCCCCCCCC#CC#CCCCCCCCCCCCC.C(O)(=O)CCCCCCCCC#CC#CCCCCCCCCCC.C(O)(=O)CCCCCCCCC#CC#CCCCCCCCCCCCC. Product: [C:1]([O:25][CH3:26])(=[O:24])[CH2:2][CH2:3][CH2:4][CH2:5][CH2:6][CH2:7][CH2:8][CH2:9][C:10]#[C:11][C:12]#[C:13][CH2:14][CH2:15][CH2:16][CH2:17][CH2:18][CH2:19][CH2:20][CH2:21][CH2:22][CH3:23]. The catalyst class is: 8.